From a dataset of Full USPTO retrosynthesis dataset with 1.9M reactions from patents (1976-2016). Predict the reactants needed to synthesize the given product. (1) Given the product [CH:18]1([NH:22][S:23]([N:4]2[C:3]3([CH2:1][CH2:2]3)[CH2:8][N:7]([C:9]3[C:10]4[CH:17]=[CH:16][NH:15][C:11]=4[N:12]=[CH:13][N:14]=3)[CH2:6][CH2:5]2)(=[O:25])=[O:24])[CH2:21][CH2:20][CH2:19]1, predict the reactants needed to synthesize it. The reactants are: [CH2:1]1[C:3]2([CH2:8][N:7]([C:9]3[C:10]4[CH:17]=[CH:16][NH:15][C:11]=4[N:12]=[CH:13][N:14]=3)[CH2:6][CH2:5][NH:4]2)[CH2:2]1.[CH:18]1([NH:22][S:23](Cl)(=[O:25])=[O:24])[CH2:21][CH2:20][CH2:19]1. (2) Given the product [F:2][C:3]1[CH:8]=[C:7]([F:9])[CH:6]=[CH:5][C:4]=1[N:10]1[C:14]([N:15]2[N:24]=[C:23]3[C:17]([CH2:18][CH2:19][O:20][C:21]4[CH:28]=[CH:27][C:26]([CH:29]5[CH2:34][CH2:33][N:32]([CH2:50][C:51]([CH3:54])([OH:52])[CH3:53])[CH2:31][CH2:30]5)=[CH:25][C:22]=43)=[CH:16]2)=[N:13][CH:12]=[N:11]1, predict the reactants needed to synthesize it. The reactants are: Cl.[F:2][C:3]1[CH:8]=[C:7]([F:9])[CH:6]=[CH:5][C:4]=1[N:10]1[C:14]([N:15]2[N:24]=[C:23]3[C:17]([CH2:18][CH2:19][O:20][C:21]4[CH:28]=[CH:27][C:26]([CH:29]5[CH2:34][CH2:33][NH:32][CH2:31][CH2:30]5)=[CH:25][C:22]=43)=[CH:16]2)=[N:13][CH:12]=[N:11]1.Cl([O-])(=O)(=O)=O.[Li+].CCN(C(C)C)C(C)C.[CH3:50][C:51]1([CH3:54])[CH2:53][O:52]1. (3) Given the product [CH2:35]([O:37][C:38](=[O:45])[CH2:39][CH2:40][CH2:41][CH2:42][CH2:43][O:27][C:24]1[CH:25]=[CH:26][C:21]([C:3]([CH2:4][CH3:5])([C:6]2[CH:11]=[CH:10][C:9](/[CH:12]=[CH:13]/[C:14]3([OH:19])[CH2:18][CH2:17][CH2:16][CH2:15]3)=[C:8]([CH3:20])[CH:7]=2)[CH2:1][CH3:2])=[CH:22][C:23]=1[CH3:28])[CH3:36], predict the reactants needed to synthesize it. The reactants are: [CH2:1]([C:3]([C:21]1[CH:26]=[CH:25][C:24]([OH:27])=[C:23]([CH3:28])[CH:22]=1)([C:6]1[CH:11]=[CH:10][C:9](/[CH:12]=[CH:13]/[C:14]2([OH:19])[CH2:18][CH2:17][CH2:16][CH2:15]2)=[C:8]([CH3:20])[CH:7]=1)[CH2:4][CH3:5])[CH3:2].C([O-])([O-])=O.[K+].[K+].[CH2:35]([O:37][C:38](=[O:45])[CH2:39][CH2:40][CH2:41][CH2:42][CH2:43]Br)[CH3:36].O. (4) Given the product [O:34]=[S:30]1(=[O:33])[CH2:31][CH2:32][N:27]([CH2:26][C:25]2[CH:35]=[CH:36][C:22]([NH:20][C:18]3[N:19]=[C:12]4[C:11]([C:8]5[CH:9]=[CH:10][C:5]([S:2]([CH3:1])(=[O:3])=[O:4])=[CH:6][CH:7]=5)=[CH:16][CH:15]=[CH:14][N:13]4[N:17]=3)=[CH:23][CH:24]=2)[CH2:28][CH2:29]1, predict the reactants needed to synthesize it. The reactants are: [CH3:1][S:2]([C:5]1[CH:10]=[CH:9][C:8]([C:11]2[C:12]3[N:13]([N:17]=[C:18]([NH2:20])[N:19]=3)[CH:14]=[CH:15][CH:16]=2)=[CH:7][CH:6]=1)(=[O:4])=[O:3].Br[C:22]1[CH:36]=[CH:35][C:25]([CH2:26][N:27]2[CH2:32][CH2:31][S:30](=[O:34])(=[O:33])[CH2:29][CH2:28]2)=[CH:24][CH:23]=1.C1(P(C2CCCCC2)C2C=CC=CC=2C2C=CC=CC=2P(C2CCCCC2)C2CCCCC2)CCCCC1. (5) Given the product [CH3:20][O:21][C:22]1[CH:28]=[CH:27][C:26]([CH3:29])=[CH:25][C:23]=1[NH:24][C:2]1[CH:7]=[C:6]([C:8]2[CH:13]=[CH:12][CH:11]=[CH:10][N:9]=2)[N:5]=[C:4]([C:14]2[CH:19]=[CH:18][CH:17]=[CH:16][N:15]=2)[N:3]=1, predict the reactants needed to synthesize it. The reactants are: Cl[C:2]1[CH:7]=[C:6]([C:8]2[CH:13]=[CH:12][CH:11]=[CH:10][N:9]=2)[N:5]=[C:4]([C:14]2[CH:19]=[CH:18][CH:17]=[CH:16][N:15]=2)[N:3]=1.[CH3:20][O:21][C:22]1[CH:28]=[CH:27][C:26]([CH3:29])=[CH:25][C:23]=1[NH2:24]. (6) Given the product [Cl:19][C:20]1[C:21]([C:49]2[CH:54]=[CH:53][C:52]([C:55]3([CH2:58][OH:59])[CH2:56][CH2:57]3)=[CH:51][CH:50]=2)=[CH:22][C:23]2[N:27]=[C:26]([O:28][C:29]3[CH:30]=[CH:31][C:32]([CH3:39])=[C:33]([CH:38]=3)[C:34]([OH:36])=[O:35])[NH:25][C:24]=2[CH:48]=1, predict the reactants needed to synthesize it. The reactants are: CCCC[N+](CCCC)(CCCC)CCCC.[F-].[Cl:19][C:20]1[C:21]([C:49]2[CH:54]=[CH:53][C:52]([C:55]3([CH2:58][OH:59])[CH2:57][CH2:56]3)=[CH:51][CH:50]=2)=[CH:22][C:23]2[N:27]=[C:26]([O:28][C:29]3[CH:30]=[CH:31][C:32]([CH3:39])=[C:33]([CH:38]=3)[C:34]([O:36]C)=[O:35])[N:25](COCC[Si](C)(C)C)[C:24]=2[CH:48]=1.